Dataset: Catalyst prediction with 721,799 reactions and 888 catalyst types from USPTO. Task: Predict which catalyst facilitates the given reaction. (1) Reactant: [F:1][C:2]1[CH:7]=[CH:6][C:5]([F:8])=[CH:4][C:3]=1/[CH:9]=[CH:10]/[CH2:11]O.[ClH:13]. Product: [Cl:13][CH2:11]/[CH:10]=[CH:9]/[C:3]1[CH:4]=[C:5]([F:8])[CH:6]=[CH:7][C:2]=1[F:1]. The catalyst class is: 12. (2) Reactant: C([O:8][C:9]([NH:11][CH2:12][CH2:13][CH2:14][C@@H:15]([NH:21][C:22]([NH:24][CH2:25][C:26]1[CH:31]=[CH:30][C:29]([NH:32][C:33]([O:35][C:36]([CH3:39])([CH3:38])[CH3:37])=[O:34])=[CH:28][CH:27]=1)=[O:23])[C:16]([O:18][CH2:19][CH3:20])=[O:17])=O)C1C=CC=CC=1.[C:40](OC(=O)C)(=O)C. The catalyst class is: 19. Product: [C:9]([NH:11][CH2:12][CH2:13][CH2:14][C@@H:15]([NH:21][C:22]([NH:24][CH2:25][C:26]1[CH:27]=[CH:28][C:29]([NH:32][C:33]([O:35][C:36]([CH3:37])([CH3:39])[CH3:38])=[O:34])=[CH:30][CH:31]=1)=[O:23])[C:16]([O:18][CH2:19][CH3:20])=[O:17])(=[O:8])[CH3:40]. (3) Reactant: C(OC(=O)[NH:7][C@H:8]([CH3:14])[CH2:9][C:10]([CH3:13])([CH3:12])[CH3:11])(C)(C)C.[C:16]([OH:22])([C:18]([F:21])([F:20])[F:19])=[O:17]. Product: [F:19][C:18]([F:21])([F:20])[C:16]([OH:22])=[O:17].[CH3:14][C@@H:8]([NH2:7])[CH2:9][C:10]([CH3:13])([CH3:12])[CH3:11]. The catalyst class is: 2.